Task: Predict the reactants needed to synthesize the given product.. Dataset: Full USPTO retrosynthesis dataset with 1.9M reactions from patents (1976-2016) (1) Given the product [CH2:54]([O:53][C:50]1[CH:49]=[CH:48][C:47]([C:5]2[S:1][C:2]([C:6]3[CH:7]=[CH:8][C:9]([CH:10]=[O:11])=[CH:12][CH:13]=3)=[N:3][CH:4]=2)=[CH:52][CH:51]=1)[CH2:55][CH2:56][CH2:57][CH2:58][CH2:59][CH3:60], predict the reactants needed to synthesize it. The reactants are: [S:1]1[CH:5]=[CH:4][N:3]=[C:2]1[C:6]1[CH:13]=[CH:12][C:9]([CH:10]=[O:11])=[CH:8][CH:7]=1.C1(P(C2CCCCC2)C2CCCCC2)CCCCC1.C(O)(=O)C(C)(C)C.C(=O)([O-])[O-].[K+].[K+].Br[C:47]1[CH:52]=[CH:51][C:50]([O:53][CH2:54][CH2:55][CH2:56][CH2:57][CH2:58][CH2:59][CH3:60])=[CH:49][CH:48]=1. (2) Given the product [CH3:26][N:18]([CH:19]1[CH2:24][CH2:23][N:22]([CH3:25])[CH2:21][CH2:20]1)[C:16]([C:15]1[CH:27]=[CH:28][C:12]([NH:11][C:9]2[N:10]=[C:3]3[C:2]([C:37]4[CH2:42][CH2:41][N:40]([C:43]([O:45][C:46]([CH3:49])([CH3:48])[CH3:47])=[O:44])[CH2:39][CH:38]=4)=[CH:7][CH:6]=[CH:5][N:4]3[N:8]=2)=[CH:13][CH:14]=1)=[O:17], predict the reactants needed to synthesize it. The reactants are: Br[C:2]1[C:3]2[N:4]([N:8]=[C:9]([NH:11][C:12]3[CH:28]=[CH:27][C:15]([C:16]([N:18]([CH3:26])[CH:19]4[CH2:24][CH2:23][N:22]([CH3:25])[CH2:21][CH2:20]4)=[O:17])=[CH:14][CH:13]=3)[N:10]=2)[CH:5]=[CH:6][CH:7]=1.CC1(C)C(C)(C)OB([C:37]2[CH2:42][CH2:41][N:40]([C:43]([O:45][C:46]([CH3:49])([CH3:48])[CH3:47])=[O:44])[CH2:39][CH:38]=2)O1.C(=O)([O-])[O-].[Na+].[Na+]. (3) The reactants are: [C:1]([NH:4][C@H:5]([C:28]([NH:30][C@H:31]([C:35]([NH:37][C@H:38]([C:46]([NH:48][C:49]1[CH:54]=[CH:53][C:52]([CH2:55][O:56][C:57](=[O:71])[N:58]([CH3:70])[CH2:59][CH2:60][N:61](C)[C:62](=O)OC(C)(C)C)=[CH:51][CH:50]=1)=[O:47])[CH2:39][CH2:40][CH2:41][NH:42][C:43](=[O:45])[NH2:44])=[O:36])[CH:32]([CH3:34])[CH3:33])=[O:29])[CH2:6][CH2:7][CH2:8][CH2:9][NH:10][C:11]([O:13][CH2:14][CH:15]1[C:27]2[CH:26]=[CH:25][CH:24]=[CH:23][C:22]=2[C:21]2[C:16]1=[CH:17][CH:18]=[CH:19][CH:20]=2)=[O:12])(=[O:3])[CH3:2].C(O)(C(F)(F)F)=O. Given the product [C:1]([NH:4][C@H:5]([C:28]([NH:30][C@H:31]([C:35]([NH:37][C@H:38]([C:46]([NH:48][C:49]1[CH:50]=[CH:51][C:52]([CH2:55][O:56][C:57](=[O:71])[N:58]([CH3:70])[CH2:59][CH2:60][NH:61][CH3:62])=[CH:53][CH:54]=1)=[O:47])[CH2:39][CH2:40][CH2:41][NH:42][C:43](=[O:45])[NH2:44])=[O:36])[CH:32]([CH3:34])[CH3:33])=[O:29])[CH2:6][CH2:7][CH2:8][CH2:9][NH:10][C:11]([O:13][CH2:14][CH:15]1[C:16]2[CH:17]=[CH:18][CH:19]=[CH:20][C:21]=2[C:22]2[C:27]1=[CH:26][CH:25]=[CH:24][CH:23]=2)=[O:12])(=[O:3])[CH3:2], predict the reactants needed to synthesize it. (4) Given the product [F:1][C:2]1[CH:7]=[CH:6][C:5]([N:8]2[C:16]3[C:11](=[CH:12][C:13]([C:17]4([C:27]([CH3:29])([CH3:28])[C:26]([O:25][CH3:24])=[O:30])[CH2:22][CH2:21][O:20][CH2:19][CH2:18]4)=[CH:14][CH:15]=3)[CH:10]=[N:9]2)=[CH:4][CH:3]=1, predict the reactants needed to synthesize it. The reactants are: [F:1][C:2]1[CH:7]=[CH:6][C:5]([N:8]2[C:16]3[C:11](=[CH:12][C:13]([C:17]4(O)[CH2:22][CH2:21][O:20][CH2:19][CH2:18]4)=[CH:14][CH:15]=3)[CH:10]=[N:9]2)=[CH:4][CH:3]=1.[CH3:24][O:25][C:26]([O:30][Si](C)(C)C)=[C:27]([CH3:29])[CH3:28]. (5) Given the product [Cl:25][C:26]1[N:31]=[C:30]([N:15]2[C:12]3=[CH:13][N:14]=[C:9]([C:3]4[C:2]([CH3:1])=[CH:7][CH:6]=[CH:5][C:4]=4[CH3:8])[CH:10]=[C:11]3[C:17]([C:18](=[O:24])[CH:19]([CH2:22][CH3:23])[CH2:20][CH3:21])=[CH:16]2)[CH:29]=[C:28]([CH2:33][CH3:34])[N:27]=1, predict the reactants needed to synthesize it. The reactants are: [CH3:1][C:2]1[CH:7]=[CH:6][CH:5]=[C:4]([CH3:8])[C:3]=1[C:9]1[CH:10]=[C:11]2[C:17]([C:18](=[O:24])[CH:19]([CH2:22][CH3:23])[CH2:20][CH3:21])=[CH:16][NH:15][C:12]2=[CH:13][N:14]=1.[Cl:25][C:26]1[N:31]=[C:30](Cl)[CH:29]=[C:28]([CH2:33][CH3:34])[N:27]=1.C([O-])([O-])=O.[Cs+].[Cs+].CN(C=O)C. (6) Given the product [Cl:27][C:14]1[C:9]2[CH:8]=[C:7]([CH:1]3[CH2:6][CH2:5][CH2:4][CH2:3][CH2:2]3)[S:17][C:10]=2[N:11]=[C:12]([CH3:16])[N:13]=1, predict the reactants needed to synthesize it. The reactants are: [CH:1]1([C:7]2[S:17][C:10]3[N:11]=[C:12]([CH3:16])[NH:13][C:14](=O)[C:9]=3[CH:8]=2)[CH2:6][CH2:5][CH2:4][CH2:3][CH2:2]1.C1(C)C=CC=CC=1.P(Cl)(Cl)([Cl:27])=O. (7) Given the product [CH3:12][N:2]([CH3:1])[C:3]1[CH:4]=[CH:5][C:6]([C:7]([NH:13][C:14]2[CH:15]=[C:16]3[NH:22][C:21]([C:23]4[CH:24]=[CH:25][C:26]([N:29]([CH3:31])[CH3:30])=[CH:27][CH:28]=4)=[N:20][C:17]3=[N:18][CH:19]=2)=[O:9])=[CH:10][CH:11]=1, predict the reactants needed to synthesize it. The reactants are: [CH3:1][N:2]([CH3:12])[C:3]1[CH:11]=[CH:10][C:6]([C:7]([OH:9])=O)=[CH:5][CH:4]=1.[NH2:13][C:14]1[CH:15]=[C:16]2[NH:22][C:21]([C:23]3[CH:28]=[CH:27][C:26]([N:29]([CH3:31])[CH3:30])=[CH:25][CH:24]=3)=[N:20][C:17]2=[N:18][CH:19]=1. (8) Given the product [CH3:20][C@@H:15]([NH:14][CH2:36][C:38]1[S:42][C:41]([B:43]([OH:45])[OH:44])=[CH:40][CH:39]=1)[CH:16]([CH3:33])[CH3:17], predict the reactants needed to synthesize it. The reactants are: C(S(N1CCC(C2[C:20]3[C:15](=[C:16]([C:33](N)=O)[CH:17]=C(C4SC(CNCC(C)CC)=CC=4)C=3)[NH:14]C=2)CC1)(=O)=O)C.[CH:36]([C:38]1[S:42][C:41]([B:43]([OH:45])[OH:44])=[CH:40][CH:39]=1)=O.C[C@@H](N)C(C)C.[BH3-]C#N.[Na+].